This data is from Peptide-MHC class I binding affinity with 185,985 pairs from IEDB/IMGT. The task is: Regression. Given a peptide amino acid sequence and an MHC pseudo amino acid sequence, predict their binding affinity value. This is MHC class I binding data. (1) The peptide sequence is RAGYSIVEL. The MHC is HLA-A02:03 with pseudo-sequence HLA-A02:03. The binding affinity (normalized) is 0.206. (2) The peptide sequence is ALVCYIVMPV. The MHC is HLA-A02:03 with pseudo-sequence HLA-A02:03. The binding affinity (normalized) is 0.863. (3) The peptide sequence is DQFSIPIRY. The MHC is HLA-B27:05 with pseudo-sequence HLA-B27:05. The binding affinity (normalized) is 0.0847. (4) The peptide sequence is SLSVETITEK. The MHC is HLA-A03:01 with pseudo-sequence HLA-A03:01. The binding affinity (normalized) is 0.676. (5) The peptide sequence is SRLVNQIIE. The MHC is Mamu-B03 with pseudo-sequence Mamu-B03. The binding affinity (normalized) is 0.0401. (6) The peptide sequence is ETKITFALKK. The MHC is HLA-A68:01 with pseudo-sequence HLA-A68:01. The binding affinity (normalized) is 0.601. (7) The MHC is HLA-B45:01 with pseudo-sequence HLA-B45:01. The binding affinity (normalized) is 0. The peptide sequence is GLNKIVRMY. (8) The peptide sequence is GIVLSNTST. The MHC is HLA-A02:01 with pseudo-sequence HLA-A02:01. The binding affinity (normalized) is 0.0839. (9) The peptide sequence is NSESGNSRY. The MHC is HLA-A02:03 with pseudo-sequence HLA-A02:03. The binding affinity (normalized) is 0.0847. (10) The peptide sequence is ELGGGFGTL. The MHC is HLA-A02:01 with pseudo-sequence HLA-A02:01. The binding affinity (normalized) is 0.182.